Task: Predict the reaction yield, written as a fraction of the theoretical maximum amount of product (1.0 means a 100% yield; for example, 0.34 means a 34% yield).. Dataset: Reaction yield outcomes from USPTO patents with 853,638 reactions (1) The reactants are Br[C:2]1[CH:3]=[C:4]([N:22]([CH3:29])[CH:23]2[CH2:28][CH2:27][O:26][CH2:25][CH2:24]2)[C:5]([CH3:21])=[C:6]([CH:20]=1)[C:7]([NH:9][CH2:10][C:11]1[C:12](=[O:19])[NH:13][C:14]([CH3:18])=[CH:15][C:16]=1[CH3:17])=[O:8].[CH:30]([C:32]1[N:37]=[CH:36][C:35](B(O)O)=[CH:34][CH:33]=1)=[O:31].C([O-])([O-])=O.[Na+].[Na+]. The catalyst is O1CCOCC1.O.O.C1C=CC([P]([Pd]([P](C2C=CC=CC=2)(C2C=CC=CC=2)C2C=CC=CC=2)([P](C2C=CC=CC=2)(C2C=CC=CC=2)C2C=CC=CC=2)[P](C2C=CC=CC=2)(C2C=CC=CC=2)C2C=CC=CC=2)(C2C=CC=CC=2)C2C=CC=CC=2)=CC=1. The product is [CH3:17][C:16]1[CH:15]=[C:14]([CH3:18])[NH:13][C:12](=[O:19])[C:11]=1[CH2:10][NH:9][C:7](=[O:8])[C:6]1[CH:20]=[C:2]([C:35]2[CH:36]=[N:37][C:32]([CH:30]=[O:31])=[CH:33][CH:34]=2)[CH:3]=[C:4]([N:22]([CH3:29])[CH:23]2[CH2:28][CH2:27][O:26][CH2:25][CH2:24]2)[C:5]=1[CH3:21]. The yield is 0.660. (2) The reactants are II.[Br:3][C:4]1[CH:5]=[C:6]2[C:11](=[CH:12][CH:13]=1)[N:10]=[C:9]([S:14][CH3:15])[NH:8][C:7]2=O.[N+:17]([C:20]1[N:24]=[CH:23][NH:22][N:21]=1)([O-:19])=[O:18].C1(P(C2C=CC=CC=2)C2C=CC=CC=2)C=CC=CC=1.C(N(CC)C(C)C)(C)C. The catalyst is C1(C)C=CC=CC=1. The product is [Br:3][C:4]1[CH:5]=[C:6]2[C:11](=[CH:12][CH:13]=1)[N:10]=[C:9]([S:14][CH3:15])[N:8]=[C:7]2[N:22]1[CH:23]=[N:24][C:20]([N+:17]([O-:19])=[O:18])=[N:21]1. The yield is 0.890.